Dataset: Retrosynthesis with 50K atom-mapped reactions and 10 reaction types from USPTO. Task: Predict the reactants needed to synthesize the given product. (1) Given the product CC(C)n1c(/C=C/C(=O)O)c(-c2ccc(F)cc2)c2ccccc21, predict the reactants needed to synthesize it. The reactants are: C=CC(=O)O.CC(C)n1c(Br)c(-c2ccc(F)cc2)c2ccccc21. (2) The reactants are: CSC[C@H](NC(=O)OC(C)(C)C)c1ccccc1. Given the product CSC[C@H](N)c1ccccc1, predict the reactants needed to synthesize it. (3) Given the product COCC(=O)OC[C@@H]1CC(c2ccc(-c3ccc(N4C[C@H](Cn5ccnn5)OC4=O)cc3F)cn2)=NO1, predict the reactants needed to synthesize it. The reactants are: COCC(=O)O.O=C1O[C@@H](Cn2ccnn2)CN1c1ccc(-c2ccc(C3=NO[C@H](CO)C3)nc2)c(F)c1. (4) Given the product COc1ccccc1-c1cccc(-c2nnn[nH]2)c1, predict the reactants needed to synthesize it. The reactants are: Brc1cccc(-c2nnn[nH]2)c1.COc1ccccc1B(O)O. (5) Given the product Cc1nc2cc3c(cc2o1)CCNCC3, predict the reactants needed to synthesize it. The reactants are: Cc1nc2cc3c(cc2o1)CCN(C(=O)OC(C)(C)C)CC3. (6) The reactants are: COC(=O)c1cccc(-n2c(COC(C)=O)cc(O)c(Br)c2=O)c1.Fc1ccc(CBr)c(F)c1. Given the product COC(=O)c1cccc(-n2c(COC(C)=O)cc(OCc3ccc(F)cc3F)c(Br)c2=O)c1, predict the reactants needed to synthesize it. (7) The reactants are: NC(=O)C(N)Cc1ccccc1.O=C(O)c1cc2cc(Cl)ccc2nc1Cl. Given the product NC(=O)C(Cc1ccccc1)Nc1nc2ccc(Cl)cc2cc1C(=O)O, predict the reactants needed to synthesize it. (8) Given the product NC(=O)CCNC(=O)[C@@H]1CCCN1C(=O)[C@H](Cc1c[nH]cn1)NC(=O)[C@@H]1CCC(=O)N1, predict the reactants needed to synthesize it. The reactants are: COC(=O)CCNC(=O)[C@@H]1CCCN1C(=O)[C@H](Cc1c[nH]cn1)NC(=O)[C@@H]1CCC(=O)N1.N.